From a dataset of Full USPTO retrosynthesis dataset with 1.9M reactions from patents (1976-2016). Predict the reactants needed to synthesize the given product. (1) Given the product [C:1]([C:3]1[CH:4]=[CH:5][C:6]([N:9]2[C:13]([C:14]3[C:19](=[O:20])[N:18]([CH2:21][CH2:22][C:23]([N:40]([CH3:41])[CH3:38])=[O:24])[C:17](=[O:26])[N:16]([C:27]4[CH:32]=[CH:31][CH:30]=[C:29]([C:33]([F:34])([F:36])[F:35])[CH:28]=4)[C:15]=3[CH3:37])=[CH:12][CH:11]=[N:10]2)=[CH:7][CH:8]=1)#[N:2], predict the reactants needed to synthesize it. The reactants are: [C:1]([C:3]1[CH:8]=[CH:7][C:6]([N:9]2[C:13]([C:14]3[C:19](=[O:20])[N:18]([CH2:21][CH2:22][C:23](O)=[O:24])[C:17](=[O:26])[N:16]([C:27]4[CH:32]=[CH:31][CH:30]=[C:29]([C:33]([F:36])([F:35])[F:34])[CH:28]=4)[C:15]=3[CH3:37])=[CH:12][CH:11]=[N:10]2)=[CH:5][CH:4]=1)#[N:2].[CH2:38]([N:40]=[C:41]=NCCCN(C)C)C.ON1C2N=CC=CC=2N=N1.C(N(CC)C(C)C)(C)C.CNC.S([O-])(O)(=O)=O.[K+]. (2) Given the product [OH:17][C:15]1[CH:16]=[C:7]([C:3]2[N:2]([CH3:1])[CH:6]=[CH:5][N:4]=2)[CH:8]=[C:9]2[C:14]=1[N:13]=[CH:12][NH:11][C:10]2=[O:34], predict the reactants needed to synthesize it. The reactants are: [CH3:1][N:2]1[CH:6]=[CH:5][N:4]=[C:3]1[C:7]1[CH:8]=[C:9]2[C:14](=[C:15]([O:17]COCC[Si](C)(C)C)[CH:16]=1)[N:13]=[CH:12][N:11](COCC[Si](C)(C)C)[C:10]2=[O:34].C(O)=O. (3) Given the product [F:7][C:8]([F:25])([F:26])[CH2:9][CH:10]([NH:17][C:18](=[O:24])[O:19][C:20]([CH3:22])([CH3:23])[CH3:21])[CH:11]=[O:12], predict the reactants needed to synthesize it. The reactants are: [H-].[H-].[H-].[H-].[Li+].[Al+3].[F:7][C:8]([F:26])([F:25])[CH2:9][CH:10]([NH:17][C:18](=[O:24])[O:19][C:20]([CH3:23])([CH3:22])[CH3:21])[C:11](N(C)OC)=[O:12]. (4) Given the product [C:19]1([CH2:18][CH2:17][CH2:16][CH2:15][CH2:14][O:13][C:9]2[CH:8]=[C:7]([NH2:4])[CH:12]=[CH:11][CH:10]=2)[CH:24]=[CH:23][CH:22]=[CH:21][CH:20]=1, predict the reactants needed to synthesize it. The reactants are: [Sn](Cl)Cl.[N+:4]([C:7]1[CH:12]=[CH:11][CH:10]=[C:9]([O:13][CH2:14][CH2:15][CH2:16][CH2:17][CH2:18][C:19]2[CH:24]=[CH:23][CH:22]=[CH:21][CH:20]=2)[CH:8]=1)([O-])=O.C(=O)(O)[O-].[Na+]. (5) Given the product [C:15]([Si:12]([CH3:14])([CH3:13])[O:11][C:3]1[CH:4]=[CH:5][C:6]([N+:8]([O-:10])=[O:9])=[CH:7][C:2]=1[CH3:1])([CH3:18])([CH3:17])[CH3:16], predict the reactants needed to synthesize it. The reactants are: [CH3:1][C:2]1[CH:7]=[C:6]([N+:8]([O-:10])=[O:9])[CH:5]=[CH:4][C:3]=1[OH:11].[Si:12](Cl)([C:15]([CH3:18])([CH3:17])[CH3:16])([CH3:14])[CH3:13]. (6) The reactants are: [CH2:1]([O:3][C:4]([C:6]1[C:11]([NH2:12])=[N:10][C:9]([C:13]([F:16])([F:15])[F:14])=[CH:8][N:7]=1)=[O:5])[CH3:2].[F:17][C:18]([F:28])([F:27])C(=O)C(=O)[C:18]([F:28])([F:27])[F:17]. Given the product [NH2:12][C:11]1[C:6]([C:4]([O:3][CH2:1][CH3:2])=[O:5])=[N:7][C:8]([C:18]([F:28])([F:27])[F:17])=[C:9]([C:13]([F:15])([F:16])[F:14])[N:10]=1, predict the reactants needed to synthesize it. (7) Given the product [F:24][C:19]1[CH:20]=[CH:21][CH:22]=[CH:23][C:18]=1[C:13]1[C:12]([CH2:11][O:10][C:7]2[CH:8]=[CH:9][C:4]([C:3]([NH:29][CH2:28][C:27]([F:34])([F:26])[C:30]([F:33])([F:32])[F:31])=[O:2])=[CH:5][N:6]=2)=[C:16]([CH3:17])[O:15][N:14]=1, predict the reactants needed to synthesize it. The reactants are: C[O:2][C:3](=O)[C:4]1[CH:9]=[CH:8][C:7]([O:10][CH2:11][C:12]2[C:13]([C:18]3[CH:23]=[CH:22][CH:21]=[CH:20][C:19]=3[F:24])=[N:14][O:15][C:16]=2[CH3:17])=[N:6][CH:5]=1.[F:26][C:27]([F:34])([C:30]([F:33])([F:32])[F:31])[CH2:28][NH2:29]. (8) Given the product [NH2:1][C:4]1[CH:5]=[CH:6][C:7]([C:10]2([C:16]#[N:17])[CH2:15][CH2:14][CH2:13][CH2:12][CH2:11]2)=[CH:8][CH:9]=1, predict the reactants needed to synthesize it. The reactants are: [N+:1]([C:4]1[CH:9]=[CH:8][C:7]([C:10]2([C:16]#[N:17])[CH2:15][CH2:14][CH2:13][CH2:12][CH2:11]2)=[CH:6][CH:5]=1)([O-])=O.O.[NH4+].[Cl-]. (9) Given the product [OH:8][CH2:9][C@@H:10]([CH3:25])[CH2:11][N:12]1[C:17]2[CH:18]=[C:19]([O:22][CH3:23])[CH:20]=[CH:21][C:16]=2[O:15][CH2:14][C:13]1=[O:24], predict the reactants needed to synthesize it. The reactants are: [Si]([O:8][CH2:9][C@@H:10]([CH3:25])[CH2:11][N:12]1[C:17]2[CH:18]=[C:19]([O:22][CH3:23])[CH:20]=[CH:21][C:16]=2[O:15][CH2:14][C:13]1=[O:24])(C(C)(C)C)(C)C.O.[F-].C([N+](CCCC)(CCCC)CCCC)CCC.